From a dataset of Full USPTO retrosynthesis dataset with 1.9M reactions from patents (1976-2016). Predict the reactants needed to synthesize the given product. (1) Given the product [CH3:19][O:20][C:21](=[O:26])[C:22]1[CH:4]=[CH:5][C:6]([C:8]2[CH:9]=[CH:10][C:11]([C:14]([F:15])([F:16])[F:17])=[CH:12][CH:13]=2)=[N:25][C:23]=1[CH3:24], predict the reactants needed to synthesize it. The reactants are: Cl.CN(C)[CH2:4][CH2:5][C:6]([C:8]1[CH:13]=[CH:12][C:11]([C:14]([F:17])([F:16])[F:15])=[CH:10][CH:9]=1)=O.[CH3:19][O:20][C:21](=[O:26])/[CH:22]=[C:23](\[NH2:25])/[CH3:24]. (2) Given the product [OH:15][CH2:14][C:12]1[CH:11]=[CH:10][NH:9][C:8](=[O:7])[CH:13]=1, predict the reactants needed to synthesize it. The reactants are: B.C1COCC1.[O:7]=[C:8]1[CH:13]=[C:12]([C:14](O)=[O:15])[CH:11]=[CH:10][NH:9]1.CO. (3) Given the product [C:16]([O:20][C:21](=[O:26])[NH:22][CH2:23][CH2:24][NH:25][S:12]([C:7]1[C:6]2[CH:5]=[CH:4][N:3]=[C:2]([Cl:1])[C:11]=2[CH:10]=[CH:9][CH:8]=1)(=[O:14])=[O:13])([CH3:19])([CH3:17])[CH3:18], predict the reactants needed to synthesize it. The reactants are: [Cl:1][C:2]1[C:11]2[CH:10]=[CH:9][CH:8]=[C:7]([S:12](Cl)(=[O:14])=[O:13])[C:6]=2[CH:5]=[CH:4][N:3]=1.[C:16]([O:20][C:21](=[O:26])[NH:22][CH2:23][CH2:24][NH2:25])([CH3:19])([CH3:18])[CH3:17].CCN(CC)CC. (4) Given the product [Cl:20][C:21]1[N:22]=[C:23]([C:28]([N:18]([CH3:19])[CH:15]2[CH2:16][CH2:17][N:12]([C:4]3[S:5][C:6]([C:7]([O:9][CH2:10][CH3:11])=[O:8])=[C:2]([CH3:1])[N:3]=3)[CH2:13][CH2:14]2)=[O:30])[NH:24][C:25]=1[CH2:26][CH3:27], predict the reactants needed to synthesize it. The reactants are: [CH3:1][C:2]1[N:3]=[C:4]([N:12]2[CH2:17][CH2:16][CH:15]([NH:18][CH3:19])[CH2:14][CH2:13]2)[S:5][C:6]=1[C:7]([O:9][CH2:10][CH3:11])=[O:8].[Cl:20][C:21]1[N:22]=[C:23]([C:28]([OH:30])=O)[NH:24][C:25]=1[CH2:26][CH3:27].CCN=C=NCCCN(C)C.Cl.ON1C2C=CC=CC=2N=N1.CN1CCOCC1. (5) Given the product [CH3:1][C:2]([CH3:31])([CH3:30])[CH2:3][N:4]1[C:12]2[C:7](=[N:8][C:9]([C:13]3[CH2:14][CH:15]4[CH2:19][NH:18][CH2:17][CH:16]4[CH:27]=3)=[CH:10][CH:11]=2)[N:6]([CH3:28])[C:5]1=[O:29], predict the reactants needed to synthesize it. The reactants are: [CH3:1][C:2]([CH3:31])([CH3:30])[CH2:3][N:4]1[C:12]2[C:7](=[N:8][C:9]([C:13]3[CH2:14][CH:15]4[CH2:19][N:18](C(OC(C)(C)C)=O)[CH2:17][CH:16]4[CH:27]=3)=[CH:10][CH:11]=2)[N:6]([CH3:28])[C:5]1=[O:29].FC(F)(F)C(O)=O. (6) The reactants are: C([O:5][C:6](=[O:38])[C:7]([S:10][C:11]1[S:12][CH:13]=[C:14]([CH2:16][CH2:17][N:18]([CH2:31][CH2:32][CH2:33][CH2:34][CH2:35][CH2:36][CH3:37])[C:19]2[N:24]=[CH:23][C:22]([N:25]3[CH2:30][CH2:29][O:28][CH2:27][CH2:26]3)=[CH:21][N:20]=2)[N:15]=1)([CH3:9])[CH3:8])(C)(C)C.FC(F)(F)C(O)=O. Given the product [CH2:31]([N:18]([C:19]1[N:20]=[CH:21][C:22]([N:25]2[CH2:26][CH2:27][O:28][CH2:29][CH2:30]2)=[CH:23][N:24]=1)[CH2:17][CH2:16][C:14]1[N:15]=[C:11]([S:10][C:7]([CH3:8])([CH3:9])[C:6]([OH:38])=[O:5])[S:12][CH:13]=1)[CH2:32][CH2:33][CH2:34][CH2:35][CH2:36][CH3:37], predict the reactants needed to synthesize it. (7) Given the product [Cl:1][C:2]1[N:7]=[C:6]([O:8][C@@H:9]2[CH2:14][CH2:13][N:11]([CH3:12])[CH2:10]2)[N:5]=[C:4]([NH2:16])[CH:3]=1, predict the reactants needed to synthesize it. The reactants are: [Cl:1][C:2]1[N:7]=[C:6]([O:8][CH:9]2[CH2:14][CH2:13][CH2:12][N:11](C)[CH2:10]2)[N:5]=[C:4]([NH2:16])[CH:3]=1.CN1CCCC(O)C1. (8) Given the product [C:1]([O:5][C:6](=[O:41])[CH2:7][CH2:8][CH2:9][O:10][C:11]1[CH:16]=[C:15]([Cl:17])[C:14]([C:43]2[CH:44]=[N:45][C:46]([C:51]([F:54])([F:53])[F:52])=[CH:47][C:48]=2[C:49]#[N:50])=[CH:13][C:12]=1[S:27]([N:30]1[CH2:36][CH2:35][CH2:34][CH2:33][C:32]2[CH:37]=[CH:38][CH:39]=[CH:40][C:31]1=2)(=[O:29])=[O:28])([CH3:4])([CH3:2])[CH3:3], predict the reactants needed to synthesize it. The reactants are: [C:1]([O:5][C:6](=[O:41])[CH2:7][CH2:8][CH2:9][O:10][C:11]1[CH:16]=[C:15]([Cl:17])[C:14](C2OC(C)(C)C(C)(C)O2)=[CH:13][C:12]=1[S:27]([N:30]1[CH2:36][CH2:35][CH2:34][CH2:33][C:32]2[CH:37]=[CH:38][CH:39]=[CH:40][C:31]1=2)(=[O:29])=[O:28])([CH3:4])([CH3:3])[CH3:2].Br[C:43]1[C:48]([C:49]#[N:50])=[CH:47][C:46]([C:51]([F:54])([F:53])[F:52])=[N:45][CH:44]=1.C([O-])([O-])=O.[K+].[K+]. (9) Given the product [CH2:1]([N:8]1[CH2:20][C:19]2[S:18][C:17]3[N:16]=[C:15]([CH3:21])[C:14]([CH:22]([CH2:28][CH2:29][CH3:30])[C:23]([OH:25])=[O:24])=[C:13]([C:31]4[CH:32]=[CH:33][C:34]([CH3:37])=[CH:35][CH:36]=4)[C:12]=3[C:11]=2[CH2:10][CH2:9]1)[C:2]1[CH:3]=[CH:4][CH:5]=[CH:6][CH:7]=1, predict the reactants needed to synthesize it. The reactants are: [CH2:1]([N:8]1[CH2:20][C:19]2[S:18][C:17]3[N:16]=[C:15]([CH3:21])[C:14]([CH:22]([CH2:28][CH2:29][CH3:30])[C:23]([O:25]CC)=[O:24])=[C:13]([C:31]4[CH:36]=[CH:35][C:34]([CH3:37])=[CH:33][CH:32]=4)[C:12]=3[C:11]=2[CH2:10][CH2:9]1)[C:2]1[CH:7]=[CH:6][CH:5]=[CH:4][CH:3]=1.[OH-].[Na+]. (10) Given the product [CH2:3]([N:10]([C:23]([O:25][C:26]([CH3:29])([CH3:28])[CH3:27])=[O:24])[CH:11]1[CH2:17][CH2:16][CH2:15][C:14]2[CH:18]=[CH:19][C:20]([O:22][CH2:33][CH2:32][O:31][CH3:30])=[CH:21][C:13]=2[CH2:12]1)[C:4]1[CH:5]=[CH:6][CH:7]=[CH:8][CH:9]=1, predict the reactants needed to synthesize it. The reactants are: [OH-].[K+].[CH2:3]([N:10]([C:23]([O:25][C:26]([CH3:29])([CH3:28])[CH3:27])=[O:24])[CH:11]1[CH2:17][CH2:16][CH2:15][C:14]2[CH:18]=[CH:19][C:20]([OH:22])=[CH:21][C:13]=2[CH2:12]1)[C:4]1[CH:9]=[CH:8][CH:7]=[CH:6][CH:5]=1.[CH3:30][O:31][CH2:32][CH2:33]Cl.C(=O)([O-])O.[Na+].